This data is from Catalyst prediction with 721,799 reactions and 888 catalyst types from USPTO. The task is: Predict which catalyst facilitates the given reaction. (1) Reactant: [C:1]([NH2:5])([CH3:4])([CH3:3])[CH3:2].C(N(CC)CC)C.[Br:13][C:14]1[CH:19]=[CH:18][C:17]([S:20](Cl)(=[O:22])=[O:21])=[CH:16][CH:15]=1. Product: [Br:13][C:14]1[CH:19]=[CH:18][C:17]([S:20]([NH:5][C:1]([CH3:4])([CH3:3])[CH3:2])(=[O:22])=[O:21])=[CH:16][CH:15]=1. The catalyst class is: 96. (2) Reactant: [OH:1][CH:2]([CH:36]1[CH2:41][CH2:40][O:39][CH2:38][CH2:37]1)[CH:3]([NH:5][C:6]([C:8]1[C:16]2[C:11](=[N:12][CH:13]=[C:14]([C:17]3[C:25]4[C:20](=[CH:21][C:22]([F:26])=[CH:23][CH:24]=4)[N:19]([CH3:27])[N:18]=3)[N:15]=2)[N:10](COCC[Si](C)(C)C)[CH:9]=1)=[O:7])[CH3:4].C(Cl)Cl.C(N)CN.O. The catalyst class is: 67. Product: [OH:1][CH:2]([CH:36]1[CH2:37][CH2:38][O:39][CH2:40][CH2:41]1)[CH:3]([NH:5][C:6]([C:8]1[C:16]2[C:11](=[N:12][CH:13]=[C:14]([C:17]3[C:25]4[C:20](=[CH:21][C:22]([F:26])=[CH:23][CH:24]=4)[N:19]([CH3:27])[N:18]=3)[N:15]=2)[NH:10][CH:9]=1)=[O:7])[CH3:4]. (3) Reactant: [Br:1][C:2]1[C:3]([NH2:10])=[C:4]([NH2:9])[C:5]([Br:8])=[CH:6][CH:7]=1.[C:11]1([B:17](O)O)[CH:16]=[CH:15][CH:14]=[CH:13][CH:12]=1. Product: [Br:1][CH:2]1[CH:3]2[C:4]([NH:9][B:17]([C:11]3[CH:16]=[CH:15][CH:14]=[CH:13][CH:12]=3)[NH:10]2)=[C:5]([Br:8])[CH:6]=[CH:7]1. The catalyst class is: 11. (4) Reactant: [N+](C(C)C)([O-])=[O:2].C(O)C.[O-]CC.[Na+].[Br:14][C:15]1[N:24]([CH2:25][O:26][CH2:27][CH2:28][Si:29]([CH3:32])([CH3:31])[CH3:30])[C:18]2[CH:19]=[N:20][NH:21][C:22](=[O:23])[C:17]=2[C:16]=1[CH2:33]Br. Product: [Br:14][C:15]1[N:24]([CH2:25][O:26][CH2:27][CH2:28][Si:29]([CH3:32])([CH3:31])[CH3:30])[C:18]2[CH:19]=[N:20][NH:21][C:22](=[O:23])[C:17]=2[C:16]=1[CH:33]=[O:2]. The catalyst class is: 8. (5) Reactant: C([O-])([O-])=O.[K+].[K+].Br[C:8]1[CH:9]=[C:10]2[C:14](=[CH:15][CH:16]=1)[NH:13][CH:12]=[CH:11]2.[Cl:17][C:18]1[CH:23]=[CH:22][C:21](B(O)O)=[CH:20][CH:19]=1. Product: [Cl:17][C:18]1[CH:23]=[CH:22][C:21]([C:8]2[CH:9]=[C:10]3[C:14](=[CH:15][CH:16]=2)[NH:13][CH:12]=[CH:11]3)=[CH:20][CH:19]=1. The catalyst class is: 6. (6) Reactant: [OH-].[Na+].[CH3:3][O:4][C:5]1[CH:10]=[CH:9][CH:8]=[CH:7][C:6]=1[C:11]1[O:15][N:14]=[C:13]([CH2:16][CH2:17][CH2:18][CH2:19][C:20]([O:22]C)=[O:21])[N:12]=1. Product: [CH3:3][O:4][C:5]1[CH:10]=[CH:9][CH:8]=[CH:7][C:6]=1[C:11]1[O:15][N:14]=[C:13]([CH2:16][CH2:17][CH2:18][CH2:19][C:20]([OH:22])=[O:21])[N:12]=1. The catalyst class is: 5. (7) Reactant: [CH:1]1([NH:6][C:7]2[CH:8]=[C:9]([C:13]3[N:14]=[C:15]4[C:21]([C:22]([C:24]5([CH3:30])[CH2:29][CH2:28][CH2:27][CH2:26][CH2:25]5)=[O:23])=[CH:20][N:19]([CH2:31][O:32][CH2:33][CH2:34][Si:35]([CH3:38])([CH3:37])[CH3:36])[C:16]4=[N:17][CH:18]=3)[CH:10]=[CH:11][CH:12]=2)[CH2:5][CH2:4][CH2:3][CH2:2]1.[H-].[Na+].[CH3:41]I. Product: [CH:1]1([N:6]([CH3:41])[C:7]2[CH:8]=[C:9]([C:13]3[N:14]=[C:15]4[C:21]([C:22]([C:24]5([CH3:30])[CH2:29][CH2:28][CH2:27][CH2:26][CH2:25]5)=[O:23])=[CH:20][N:19]([CH2:31][O:32][CH2:33][CH2:34][Si:35]([CH3:37])([CH3:36])[CH3:38])[C:16]4=[N:17][CH:18]=3)[CH:10]=[CH:11][CH:12]=2)[CH2:2][CH2:3][CH2:4][CH2:5]1. The catalyst class is: 9. (8) Reactant: C([O:3][C:4](=[O:28])[C:5]([CH3:27])=[CH:6][C:7]1[CH:12]=[CH:11][C:10]([C:13]#[C:14][C:15]2[CH:20]=[CH:19][CH:18]=[C:17]([CH2:21][N:22]([CH:24]3[CH2:26][CH2:25]3)[CH3:23])[CH:16]=2)=[CH:9][CH:8]=1)C.[OH-].[K+]. Product: [CH:24]1([N:22]([CH2:21][C:17]2[CH:16]=[C:15]([C:14]#[C:13][C:10]3[CH:11]=[CH:12][C:7]([CH:6]=[C:5]([CH3:27])[C:4]([OH:28])=[O:3])=[CH:8][CH:9]=3)[CH:20]=[CH:19][CH:18]=2)[CH3:23])[CH2:25][CH2:26]1. The catalyst class is: 199. (9) Reactant: Br[C:2]1[CH:3]=[N:4][C:5]([C:8]([NH:10][C@H:11]2[CH2:15][CH2:14][N:13]([C:16]3[C:17]4[N:18]([CH:22]=[CH:23][CH:24]=4)[CH:19]=[CH:20][N:21]=3)[CH2:12]2)=[O:9])=[N:6][CH:7]=1.[CH3:25][C:26]1(C)[C:30](C)(C)OB(C(C)=C)O1.C([O-])([O-])=O.[K+].[K+]. Product: [CH2:25]=[C:26]([C:2]1[CH:3]=[N:4][C:5]([C:8]([NH:10][C@H:11]2[CH2:15][CH2:14][N:13]([C:16]3[C:17]4[N:18]([CH:22]=[CH:23][CH:24]=4)[CH:19]=[CH:20][N:21]=3)[CH2:12]2)=[O:9])=[N:6][CH:7]=1)[CH3:30]. The catalyst class is: 710.